Task: Predict the product of the given reaction.. Dataset: Forward reaction prediction with 1.9M reactions from USPTO patents (1976-2016) (1) Given the reactants [CH2:1]([NH:8][CH2:9][CH2:10][C:11]1[CH:16]=[CH:15][C:14]([OH:17])=[CH:13][CH:12]=1)[C:2]1[CH:7]=[CH:6][CH:5]=[CH:4][CH:3]=1.[C:18](O[C:18]([O:20][C:21]([CH3:24])([CH3:23])[CH3:22])=[O:19])([O:20][C:21]([CH3:24])([CH3:23])[CH3:22])=[O:19], predict the reaction product. The product is: [C:21]([O:20][C:18](=[O:19])[N:8]([CH2:1][C:2]1[CH:3]=[CH:4][CH:5]=[CH:6][CH:7]=1)[CH2:9][CH2:10][C:11]1[CH:12]=[CH:13][C:14]([OH:17])=[CH:15][CH:16]=1)([CH3:24])([CH3:23])[CH3:22]. (2) Given the reactants [Cl:1][C:2]1[N:7]=[C:6]([C:8](Cl)=[O:9])[CH:5]=[C:4]([Cl:11])[N:3]=1.[H-].[Na+].[CH2:14]([NH2:16])[CH3:15].C(O)(=O)C, predict the reaction product. The product is: [Cl:1][C:2]1[N:7]=[C:6]([C:8]([NH:16][CH2:14][CH3:15])=[O:9])[CH:5]=[C:4]([Cl:11])[N:3]=1. (3) The product is: [Br:1][C:2]1[CH:11]=[C:10]2[C:5]([C:6]([NH:16][CH2:17][C:18]([CH3:21])([OH:20])[CH3:19])=[C:7]([N+:12]([O-:14])=[O:13])[CH:8]=[N:9]2)=[N:4][CH:3]=1. Given the reactants [Br:1][C:2]1[CH:11]=[C:10]2[C:5]([C:6](Cl)=[C:7]([N+:12]([O-:14])=[O:13])[CH:8]=[N:9]2)=[N:4][CH:3]=1.[NH2:16][CH2:17][C:18]([CH3:21])([OH:20])[CH3:19], predict the reaction product. (4) Given the reactants [CH2:1]([O:8][C:9]([N:11]1[CH2:16][CH2:15][C:14](=O)[CH2:13][CH2:12]1)=[O:10])[C:2]1[CH:7]=[CH:6][CH:5]=[CH:4][CH:3]=1.[CH2:18]([NH2:20])[CH3:19].C(O[BH-](OC(=O)C)OC(=O)C)(=O)C.[Na+].C(O)(=O)C.C([O-])([O-])=O.[Na+].[Na+], predict the reaction product. The product is: [CH2:1]([O:8][C:9]([N:11]1[CH2:16][CH2:15][CH:14]([NH:20][CH2:18][CH3:19])[CH2:13][CH2:12]1)=[O:10])[C:2]1[CH:7]=[CH:6][CH:5]=[CH:4][CH:3]=1. (5) Given the reactants Cl[C:2]1[CH:3]=[C:4]([N+:14]([O-:16])=[O:15])[C:5]([N:8]2[CH2:13][CH2:12][O:11][CH2:10][CH2:9]2)=[N:6][CH:7]=1.[NH:17]1[CH2:22][CH2:21][O:20][CH2:19][CH2:18]1.C1(P(C2CCCCC2)C2(C(C)C)CC(C(C)C)=CC(C(C)C)=C2C2C=CC=CC=2)CCCCC1.CC(C)([O-])C.[Na+], predict the reaction product. The product is: [O:11]1[CH2:12][CH2:13][N:8]([C:5]2[N:6]=[CH:7][C:2]([N:17]3[CH2:22][CH2:21][O:20][CH2:19][CH2:18]3)=[CH:3][C:4]=2[N+:14]([O-:16])=[O:15])[CH2:9][CH2:10]1. (6) Given the reactants [OH:1][CH2:2][CH2:3][C:4]1[CH:9]=[CH:8][C:7]([OH:10])=[CH:6][CH:5]=1.F[C:12]1[CH:17]=[CH:16][C:15]([N+:18]([O-:20])=[O:19])=[CH:14][CH:13]=1.C(=O)([O-])[O-].[K+].[K+].O, predict the reaction product. The product is: [N+:18]([C:15]1[CH:16]=[CH:17][C:12]([O:10][C:7]2[CH:8]=[CH:9][C:4]([CH2:3][CH2:2][OH:1])=[CH:5][CH:6]=2)=[CH:13][CH:14]=1)([O-:20])=[O:19].